This data is from Forward reaction prediction with 1.9M reactions from USPTO patents (1976-2016). The task is: Predict the product of the given reaction. (1) Given the reactants Br[C:2]1[CH:11]=[CH:10][C:9]2[C:4](=[CH:5][C:6]([F:13])=[CH:7][C:8]=2[F:12])[C:3]=1[CH:14]=[O:15].[CH3:16][Sn](C)(C)C, predict the reaction product. The product is: [F:12][C:8]1[CH:7]=[C:6]([F:13])[CH:5]=[C:4]2[C:9]=1[CH:10]=[CH:11][C:2]([CH3:16])=[C:3]2[CH:14]=[O:15]. (2) Given the reactants [CH3:1][O:2][C:3]([C@@H:5]1[CH2:9][C@@H:8]([S:10]([C:13]2[CH:18]=[CH:17][C:16]([F:19])=[CH:15][C:14]=2[C:20]([F:23])([F:22])[F:21])(=[O:12])=[O:11])[CH2:7][N:6]1[C:24](=S)[CH2:25][C:26](=O)[CH3:27])=[O:4].Cl.[O:31]1[CH2:36][CH2:35][CH:34]([NH:37][NH2:38])[CH2:33][CH2:32]1, predict the reaction product. The product is: [CH3:1][O:2][C:3]([C@@H:5]1[CH2:9][C@@H:8]([S:10]([C:13]2[CH:18]=[CH:17][C:16]([F:19])=[CH:15][C:14]=2[C:20]([F:23])([F:21])[F:22])(=[O:11])=[O:12])[CH2:7][N:6]1[C:24]1[N:37]([CH:34]2[CH2:35][CH2:36][O:31][CH2:32][CH2:33]2)[N:38]=[C:26]([CH3:27])[CH:25]=1)=[O:4]. (3) Given the reactants F[C:2]1[CH:3]=[CH:4][C:5]([N:11]2[N:15]=[CH:14][CH:13]=[N:12]2)=[C:6]([CH:10]=1)[C:7]([OH:9])=[O:8].[F:16]C1C=CC(C(O)=O)=C(I)C=1.FC1C=CC(I)=C(C=1)C(O)=O, predict the reaction product. The product is: [F:16][C:3]1[CH:2]=[CH:10][C:6]([C:7]([OH:9])=[O:8])=[C:5]([N:11]2[N:15]=[CH:14][CH:13]=[N:12]2)[CH:4]=1.